From a dataset of Blood-brain barrier permeability classification from the B3DB database. Regression/Classification. Given a drug SMILES string, predict its absorption, distribution, metabolism, or excretion properties. Task type varies by dataset: regression for continuous measurements (e.g., permeability, clearance, half-life) or binary classification for categorical outcomes (e.g., BBB penetration, CYP inhibition). Dataset: b3db_classification. (1) The drug is Cc1cc2ccccc2n1CCNC(=O)/C=C/c1ccc(OCCO)c(OCCO)c1. The result is 1 (penetrates BBB). (2) The drug is CO/N=C(/C(=O)N[C@@H]1C(=O)N2C(C(=O)O)=C(Cn3nnc(C)n3)CS[C@H]12)c1csc(N)n1. The result is 0 (does not penetrate BBB). (3) The drug is C=CCN1CCC23c4c5ccc(O)c4OC2C2(OC)C=CC3(CC2[C@](C)(O)CCC)C1C5. The result is 1 (penetrates BBB).